This data is from Catalyst prediction with 721,799 reactions and 888 catalyst types from USPTO. The task is: Predict which catalyst facilitates the given reaction. (1) Reactant: O.[NH2:2][NH2:3].[C:4]1([CH:10]2[CH2:15][CH2:14][O:13][C:12](=[O:16])[CH2:11]2)[CH:9]=[CH:8][CH:7]=[CH:6][CH:5]=1. Product: [OH:13][CH2:14][CH2:15][CH:10]([C:4]1[CH:9]=[CH:8][CH:7]=[CH:6][CH:5]=1)[CH2:11][C:12]([NH:2][NH2:3])=[O:16]. The catalyst class is: 8. (2) Reactant: [OH:1][C@@H:2]1[C@H:7]2[NH:8][C:9](=[O:11])[O:10][C@H:6]2[CH2:5][C@H:4]([CH2:12][OH:13])[C@H:3]1[OH:14].N1C=CN=C1.[CH3:20][C:21]([Si:24](Cl)([CH3:26])[CH3:25])([CH3:23])[CH3:22]. Product: [Si:24]([O:13][CH2:12][C@@H:4]1[C@@H:3]([OH:14])[C@H:2]([OH:1])[C@H:7]2[NH:8][C:9](=[O:11])[O:10][C@H:6]2[CH2:5]1)([C:21]([CH3:23])([CH3:22])[CH3:20])([CH3:26])[CH3:25]. The catalyst class is: 18. (3) Reactant: [C:1]1([Mg]Br)[CH:6]=[CH:5][CH:4]=[CH:3][CH:2]=1.[CH3:9][N:10]1[CH2:27][CH2:26][C:13]2[N:14]([CH:22]([CH3:25])[CH:23]=[O:24])[C:15]3[CH:16]=[CH:17][C:18]([CH3:21])=[CH:19][C:20]=3[C:12]=2[CH2:11]1. Product: [CH3:9][N:10]1[CH2:27][CH2:26][C:13]2[N:14]([CH:22]([CH3:25])[CH:23]([C:1]3[CH:6]=[CH:5][CH:4]=[CH:3][CH:2]=3)[OH:24])[C:15]3[CH:16]=[CH:17][C:18]([CH3:21])=[CH:19][C:20]=3[C:12]=2[CH2:11]1. The catalyst class is: 387. (4) Product: [Cl:1][C:2]1[CH:3]=[C:4]([N:8]2[CH2:12][CH2:11][CH:10]([C:14]([OH:16])=[O:15])[CH2:9]2)[CH:5]=[CH:6][CH:7]=1. Reactant: [Cl:1][C:2]1[CH:3]=[C:4]([N:8]2[C:12](=O)[CH2:11][CH:10]([C:14]([O:16]C)=[O:15])[CH2:9]2)[CH:5]=[CH:6][CH:7]=1.S(Cl)(Cl)=O. The catalyst class is: 5. (5) Reactant: Br[C:2]1[C:3]([C:15]2[CH:20]=[CH:19][CH:18]=[C:17]([F:21])[CH:16]=2)=[N:4][N:5]2[C:10]=1[CH:9]=[CH:8][C:7]([O:11][CH:12]([F:14])[F:13])=[N:6]2.C(=O)([O-])[O-].[Na+].[Na+].[CH3:28][S:29]([C:32]1[CH:37]=[CH:36][C:35](B(O)O)=[CH:34][CH:33]=1)(=[O:31])=[O:30]. The catalyst class is: 39. Product: [F:13][CH:12]([F:14])[O:11][C:7]1[CH:8]=[CH:9][C:10]2[N:5]([N:4]=[C:3]([C:15]3[CH:20]=[CH:19][CH:18]=[C:17]([F:21])[CH:16]=3)[C:2]=2[C:35]2[CH:36]=[CH:37][C:32]([S:29]([CH3:28])(=[O:31])=[O:30])=[CH:33][CH:34]=2)[N:6]=1. (6) Reactant: [Cl:1][C:2]1[CH:7]=[CH:6][C:5]([C:8]2[C:15]3[C:14](=[O:16])[N:13]=[C:12]([C:17]4[CH:22]=[CH:21][C:20]([Cl:23])=[CH:19][CH:18]=4)[C:11]=3[C:10](=[O:24])[N:9]=2)=[CH:4][CH:3]=1.[C:25]([O:33]C([O-])=O)([O:27][CH:28]([CH2:30][CH2:31][CH3:32])[CH3:29])=O. Product: [CH3:29][CH:28]([O:27][C:25]([N:13]1[C:12]([C:17]2[CH:22]=[CH:21][C:20]([Cl:23])=[CH:19][CH:18]=2)=[C:11]2[C:15](=[C:8]([C:5]3[CH:4]=[CH:3][C:2]([Cl:1])=[CH:7][CH:6]=3)[N:9]([C:25]([O:27][CH:28]([CH2:30][CH2:31][CH3:32])[CH3:29])=[O:33])[C:10]2=[O:24])[C:14]1=[O:16])=[O:33])[CH2:30][CH2:31][CH3:32]. The catalyst class is: 367. (7) Reactant: [CH2:1]([O:8][C:9]1[C:17]([CH3:18])=[CH:16][C:12]([C:13](O)=O)=[CH:11][C:10]=1[CH3:19])[C:2]1[CH:7]=[CH:6][CH:5]=[CH:4][CH:3]=1.S(Cl)(Cl)=O.[NH2:24][C:25]1[C:26](=[S:40])[NH:27][C:28]([C:31]2([C:34]3[CH:39]=[CH:38][CH:37]=[CH:36][CH:35]=3)[CH2:33][CH2:32]2)=[CH:29][CH:30]=1.C12(CS(O)(=O)=O)C(C)(C)C(CC1)CC2=O. Product: [CH2:1]([O:8][C:9]1[C:17]([CH3:18])=[CH:16][C:12]([C:13]2[S:40][C:26]3[C:25]([N:24]=2)=[CH:30][CH:29]=[C:28]([C:31]2([C:34]4[CH:35]=[CH:36][CH:37]=[CH:38][CH:39]=4)[CH2:32][CH2:33]2)[N:27]=3)=[CH:11][C:10]=1[CH3:19])[C:2]1[CH:7]=[CH:6][CH:5]=[CH:4][CH:3]=1. The catalyst class is: 11. (8) Reactant: [F:1][C:2]1[CH:3]=[CH:4][C:5]([O:20][CH3:21])=[C:6]([C:8]([CH3:19])([CH3:18])[CH2:9][C:10]([OH:17])([C:13]([F:16])([F:15])[F:14])[CH:11]=O)[CH:7]=1.[NH2:22][C:23]1[CH:32]=[CH:31][CH:30]=[C:29]2[C:24]=1[CH:25]=[CH:26][C:27]([O:33][CH3:34])=[N:28]2.C(O[BH-](OC(=O)C)OC(=O)C)(=O)C.[Na+].C1(C)C=CC=CC=1. Product: [F:1][C:2]1[CH:3]=[CH:4][C:5]([O:20][CH3:21])=[C:6]([C:8]([CH3:18])([CH3:19])[CH2:9][C:10]([C:13]([F:15])([F:16])[F:14])([OH:17])[CH2:11][NH:22][C:23]2[CH:32]=[CH:31][CH:30]=[C:29]3[C:24]=2[CH:25]=[CH:26][C:27]([O:33][CH3:34])=[N:28]3)[CH:7]=1. The catalyst class is: 15. (9) Reactant: Cl.Cl.[NH:3]1[C:11]2[CH2:10][CH2:9][NH:8][CH:7]([C:12]([O:14][CH2:15][CH3:16])=[O:13])[C:6]=2[N:5]=[CH:4]1.CCN(CC)CC.[C:24](O[C:24]([O:26][C:27]([CH3:30])([CH3:29])[CH3:28])=[O:25])([O:26][C:27]([CH3:30])([CH3:29])[CH3:28])=[O:25]. Product: [NH:3]1[C:11]2[CH2:10][CH2:9][N:8]([C:24]([O:26][C:27]([CH3:30])([CH3:29])[CH3:28])=[O:25])[CH:7]([C:12]([O:14][CH2:15][CH3:16])=[O:13])[C:6]=2[N:5]=[CH:4]1. The catalyst class is: 2.